This data is from Drug-target binding data from BindingDB using IC50 measurements. The task is: Regression. Given a target protein amino acid sequence and a drug SMILES string, predict the binding affinity score between them. We predict pIC50 (pIC50 = -log10(IC50 in M); higher means more potent). Dataset: bindingdb_ic50. (1) The small molecule is CC=CCn1cc(-c2ccc(CO)cc2)c2cc[nH]c2c1=O. The target protein sequence is MREEKKTKDLFELDDDFTAMYKVLDVVKAHKDSWPFLEPVDESYAPNYYQIIKAPMDISSMEKKLNGGLYCTKEEFVNDMKTMFRNCRKYNGESSEYTKMSDNLERCFHRAMMKH. The pIC50 is 5.3. (2) The small molecule is CCCCCCCCOc1ccc(NC(=O)[C@]2(O)C[C@@H](O)[C@@H](O)[C@H](OC(=O)/C=C/c3ccc(O)c(O)c3)C2)cc1. The target protein sequence is GTIYWMYTAYNSPTLYTKHYVQTINQQPLASSRWAACAIGGVLASFIQILATLFEWIFVPREWAGAQHLSRRMLFLVLIFLLNLVPPVYTFQITKLVIYSKSAYAVSIVGFFIAVATLVFFAVMPLGGLFTSYMNKRSRRYIASQTFTANYIKLKGLDMWMSYLLWFLVFLAKLVESYFFLTLSLRDPIRNLSTMTMRCVGEVWYKDIVCRNQAKIVLGLMYLVDLLLFFLDTYMWYIICNCIFSIGRSFYLGISILTPWRNIFTRLPKRIYSKILATTEMEIKYKPKVLISQIWNAIVISMYREHLLAIDHVQKLLYHQVPSEIEGKRTLRAPTFFVSQDDNNFETEFFPRNSEAERRISFFAQSLATPMPEPLPVDNMPTFTVFTPHYSEKILLSLREIIREDDQFSRVTLLEYLKQLHPVEWDCFVKDTKILAEETAAYENGDDSEKLSEDGLKSKIDDLPFYCIGFKSAAPEYTLRTRIWASLRSQTLYRTVSGFM.... The pIC50 is 4.4.